This data is from Forward reaction prediction with 1.9M reactions from USPTO patents (1976-2016). The task is: Predict the product of the given reaction. (1) Given the reactants [C:1]([C:5]1[O:6][CH:7]=[C:8]([C:10]2[CH:15]=[CH:14][C:13]([F:16])=[CH:12][CH:11]=2)[N:9]=1)([CH3:4])([CH3:3])[CH3:2].C([Li])(C)(C)C.[CH3:22][Sn:23](Cl)([CH3:25])[CH3:24].[Cl-].[NH4+], predict the reaction product. The product is: [C:1]([C:5]1[O:6][C:7]([Sn:23]([CH3:25])([CH3:24])[CH3:22])=[C:8]([C:10]2[CH:11]=[CH:12][C:13]([F:16])=[CH:14][CH:15]=2)[N:9]=1)([CH3:4])([CH3:2])[CH3:3]. (2) Given the reactants [C:1]([O:5][C:6]([N:8]([CH3:14])[CH2:9][CH2:10][C:11]([OH:13])=O)=[O:7])([CH3:4])([CH3:3])[CH3:2].F[P-](F)(F)(F)(F)F.N1(OC(N(C)C)=[N+](C)C)C2N=CC=CC=2N=N1.C(N(C(C)C)CC)(C)C.[NH2:48][C:49]1[CH:54]=[CH:53][C:52]([NH:55][C:56]2[O:60][C:59]([C:61]3[C:66]([F:67])=[CH:65][CH:64]=[CH:63][C:62]=3[F:68])=[N:58][C:57]=2[C:69]#[N:70])=[CH:51][CH:50]=1, predict the reaction product. The product is: [C:69]([C:57]1[N:58]=[C:59]([C:61]2[C:62]([F:68])=[CH:63][CH:64]=[CH:65][C:66]=2[F:67])[O:60][C:56]=1[NH:55][C:52]1[CH:51]=[CH:50][C:49]([NH:48][C:11](=[O:13])[CH2:10][CH2:9][N:8]([CH3:14])[C:6](=[O:7])[O:5][C:1]([CH3:2])([CH3:3])[CH3:4])=[CH:54][CH:53]=1)#[N:70]. (3) Given the reactants F[C:2]1[N:7]=[C:6]([C:8]2[C:16]3[C:11](=[CH:12][N:13]=[C:14]([C:17]4[CH:18]=[N:19][N:20]([CH3:22])[CH:21]=4)[CH:15]=3)[N:10](C3CCCCO3)[N:9]=2)[CH:5]=[CH:4][CH:3]=1.[NH:29]1[CH2:35][CH2:34][CH2:33][CH:32]([NH:36]C(=O)OC(C)(C)C)[CH2:31][CH2:30]1, predict the reaction product. The product is: [CH3:22][N:20]1[CH:21]=[C:17]([C:14]2[CH:15]=[C:16]3[C:8]([C:6]4[N:7]=[C:2]([N:29]5[CH2:35][CH2:34][CH2:33][CH:32]([NH2:36])[CH2:31][CH2:30]5)[CH:3]=[CH:4][CH:5]=4)=[N:9][NH:10][C:11]3=[CH:12][N:13]=2)[CH:18]=[N:19]1. (4) Given the reactants [CH3:1][C:2]1[N:3]([CH2:16][CH2:17][O:18][CH2:19][CH2:20][NH:21][C:22](=[O:28])[O:23][C:24]([CH3:27])([CH3:26])[CH3:25])[C:4]2[C:13]3[CH:12]=[CH:11][CH:10]=[CH:9][C:8]=3[N+:7]([O-])=[CH:6][C:5]=2[N:15]=1.[NH4+:29].[OH-].C1(C)C=CC(S(Cl)(=O)=O)=CC=1.O, predict the reaction product. The product is: [NH2:29][C:6]1[C:5]2[N:15]=[C:2]([CH3:1])[N:3]([CH2:16][CH2:17][O:18][CH2:19][CH2:20][NH:21][C:22](=[O:28])[O:23][C:24]([CH3:27])([CH3:26])[CH3:25])[C:4]=2[C:13]2[CH:12]=[CH:11][CH:10]=[CH:9][C:8]=2[N:7]=1. (5) The product is: [F:36][C:15]([F:14])([F:35])[C:16]1[CH:34]=[CH:33][CH:32]=[CH:31][C:17]=1[CH:18]([O:26][CH:27]1[CH2:30][N:29]([C:5]([N:45]([CH3:44])[CH2:46][C:47]2[CH:52]=[CH:51][CH:50]=[CH:49][CH:48]=2)=[O:11])[CH2:28]1)[C:19]1[CH:24]=[CH:23][C:22]([Cl:25])=[CH:21][CH:20]=1. Given the reactants ClC(Cl)(O[C:5](=[O:11])OC(Cl)(Cl)Cl)Cl.Cl.[F:14][C:15]([F:36])([F:35])[C:16]1[CH:34]=[CH:33][CH:32]=[CH:31][C:17]=1[CH:18]([O:26][CH:27]1[CH2:30][NH:29][CH2:28]1)[C:19]1[CH:24]=[CH:23][C:22]([Cl:25])=[CH:21][CH:20]=1.C(N(CC)CC)C.[CH3:44][NH:45][CH2:46][C:47]1[CH:52]=[CH:51][CH:50]=[CH:49][CH:48]=1, predict the reaction product. (6) Given the reactants [CH2:1]([O:3][C:4](=[O:24])[C:5]([C:15](=[O:23])[C:16]1[CH:21]=[CH:20][CH:19]=[CH:18][C:17]=1F)=[CH:6][NH:7][CH2:8][C:9]1[CH:14]=[CH:13][CH:12]=[CH:11][CH:10]=1)[CH3:2].CN(C)C=O.C(=O)([O-])[O-].[K+].[K+], predict the reaction product. The product is: [CH2:1]([O:3][C:4]([C:5]1[C:15](=[O:23])[C:16]2[C:21](=[CH:20][CH:19]=[CH:18][CH:17]=2)[N:7]([CH2:8][C:9]2[CH:14]=[CH:13][CH:12]=[CH:11][CH:10]=2)[CH:6]=1)=[O:24])[CH3:2]. (7) Given the reactants [F:1][C:2]1[CH:3]=[C:4]([CH:7]=[CH:8][C:9]=1[OH:10])[CH:5]=[O:6].I[CH2:12][CH2:13][CH3:14], predict the reaction product. The product is: [F:1][C:2]1[CH:3]=[C:4]([CH:7]=[CH:8][C:9]=1[O:10][CH2:12][CH2:13][CH3:14])[CH:5]=[O:6]. (8) Given the reactants [NH2:1][C:2]1[CH:3]=[C:4]([C:8]2[C:16]3[C:11](=[CH:12][CH:13]=[C:14]([C:17]([NH2:19])=[O:18])[CH:15]=3)[N:10](C3CCCCO3)[N:9]=2)[CH:5]=[CH:6][CH:7]=1.[C:26]1([CH:32]([CH3:36])[C:33](O)=[O:34])[CH:31]=[CH:30][CH:29]=[CH:28][CH:27]=1.CCN=C=NCCCN(C)C, predict the reaction product. The product is: [C:26]1([CH:32]([CH3:36])[C:33]([NH:1][C:2]2[CH:3]=[C:4]([C:8]3[C:16]4[C:11](=[CH:12][CH:13]=[C:14]([C:17]([NH2:19])=[O:18])[CH:15]=4)[NH:10][N:9]=3)[CH:5]=[CH:6][CH:7]=2)=[O:34])[CH:31]=[CH:30][CH:29]=[CH:28][CH:27]=1. (9) Given the reactants [C:1]([NH:5][S:6]([C:9]1[CH:14]=[CH:13][C:12]([C:15]#[N:16])=[C:11]([CH3:17])[CH:10]=1)(=[O:8])=[O:7])([CH3:4])([CH3:3])[CH3:2].[CH3:18][Mg+].[Br-].CO.[BH4-].[Na+], predict the reaction product. The product is: [NH2:16][CH:15]([C:12]1[CH:13]=[CH:14][C:9]([S:6]([NH:5][C:1]([CH3:4])([CH3:3])[CH3:2])(=[O:8])=[O:7])=[CH:10][C:11]=1[CH3:17])[CH3:18]. (10) Given the reactants C[O:2][C:3](=[O:24])[C:4]1[C:5](=[C:10]([O:14][CH2:15][C:16]2[CH:21]=[CH:20][CH:19]=[C:18]([O:22][CH3:23])[CH:17]=2)[CH:11]=[CH:12][CH:13]=1)[C:6]([O:8]C)=[O:7].[OH-].[Na+], predict the reaction product. The product is: [CH3:23][O:22][C:18]1[CH:17]=[C:16]([CH:21]=[CH:20][CH:19]=1)[CH2:15][O:14][C:10]1[CH:11]=[CH:12][CH:13]=[C:4]([C:3]([OH:24])=[O:2])[C:5]=1[C:6]([OH:8])=[O:7].